Dataset: Experimentally validated miRNA-target interactions with 360,000+ pairs, plus equal number of negative samples. Task: Binary Classification. Given a miRNA mature sequence and a target amino acid sequence, predict their likelihood of interaction. The miRNA is mmu-miR-382-5p with sequence GAAGUUGUUCGUGGUGGAUUCG. The protein sequence of the target gene is MKWVESIFLIFLLNFTESRTLHRNEYGIASILDSYQCTAEISLADLATIFFAQFVQEATYKEVSKMVKDALTAIEKPTGDEQSSGCLENQLPAFLEELCHEKEILEKYGHSDCCSQSEEGRHNCFLAHKKPTPASIPLFQVPEPVTSCEAYEEDRETFMNKFIYEIARRHPFLYAPTILLWAARYDKIIPSCCKAENAVECFQTKAATVTKELRESSLLNQHACAVMKNFGTRTFQAITVTKLSQKFTKVNFTEIQKLVLDVAHVHEHCCRGDVLDCLQDGEKIMSYICSQQDTLSNKIT.... Result: 0 (no interaction).